This data is from Reaction yield outcomes from USPTO patents with 853,638 reactions. The task is: Predict the reaction yield, written as a fraction of the theoretical maximum amount of product (1.0 means a 100% yield; for example, 0.34 means a 34% yield). (1) The reactants are [C-:1]#[N:2].[K+].Br[CH2:5][C:6]1[S:10][C:9]([C:11]2[CH:16]=[CH:15][CH:14]=[CH:13][CH:12]=2)=[N:8][CH:7]=1. The catalyst is CN(C=O)C. The product is [C:11]1([C:9]2[S:10][C:6]([CH2:5][C:1]#[N:2])=[CH:7][N:8]=2)[CH:16]=[CH:15][CH:14]=[CH:13][CH:12]=1. The yield is 0.730. (2) The reactants are C(P(=CC#N)(CCCC)CCCC)CCC.C([O:21][C:22](=[O:34])[CH2:23][NH:24][C:25](=[O:33])[C:26]1[CH:31]=[CH:30][C:29]([OH:32])=[CH:28][CH:27]=1)(C)(C)C.[CH3:35][O:36][C:37]1[CH:42]=[CH:41][C:40]([CH2:43][CH2:44]O)=[CH:39][CH:38]=1.FC(F)(F)C(O)=O. The catalyst is ClCCl.O.C1(C)C=CC=CC=1. The product is [CH3:35][O:36][C:37]1[CH:42]=[CH:41][C:40]([CH2:43][CH2:44][O:32][C:29]2[CH:28]=[CH:27][C:26]([C:25]([NH:24][CH2:23][C:22]([OH:21])=[O:34])=[O:33])=[CH:31][CH:30]=2)=[CH:39][CH:38]=1. The yield is 0.720. (3) The reactants are [C:1]([O:5][C:6]([NH:8][C:9]1[CH:14]=[CH:13][CH:12]=[CH:11][C:10]=1[NH:15][C:16]([C:18]1[CH:23]=[N:22][C:21](Cl)=[CH:20][N:19]=1)=[O:17])=[O:7])([CH3:4])([CH3:3])[CH3:2].[CH2:25]([N:32]1[CH2:37][CH2:36][NH:35][CH2:34][CH2:33]1)[C:26]1[CH:31]=[CH:30][CH:29]=[CH:28][CH:27]=1.O. The catalyst is CN(C)C(=O)C. The product is [C:1]([O:5][C:6](=[O:7])[NH:8][C:9]1[CH:14]=[CH:13][CH:12]=[CH:11][C:10]=1[NH:15][C:16]([C:18]1[CH:23]=[N:22][C:21]([N:35]2[CH2:36][CH2:37][N:32]([CH2:25][C:26]3[CH:27]=[CH:28][CH:29]=[CH:30][CH:31]=3)[CH2:33][CH2:34]2)=[CH:20][N:19]=1)=[O:17])([CH3:4])([CH3:3])[CH3:2]. The yield is 0.700. (4) The reactants are [CH3:1][O:2][C:3]1[CH:10]=[CH:9][C:6]([CH2:7][NH2:8])=[CH:5][CH:4]=1.C(O)C.[CH3:14][C@:15]1([CH2:18][O:19][C:20]2[CH:21]=[C:22]([C:26]3[C:30]4[S:31][CH:32]=[CH:33][C:29]=4[O:28][N:27]=3)[CH:23]=[CH:24][CH:25]=2)[CH2:17][O:16]1.C(OCC)(=O)C. The catalyst is CO.ClCCl. The product is [CH3:1][O:2][C:3]1[CH:10]=[CH:9][C:6]([CH2:7][NH:8][CH2:14][C@@:15]([CH3:17])([OH:16])[CH2:18][O:19][C:20]2[CH:25]=[CH:24][CH:23]=[C:22]([C:26]3[C:30]4[S:31][CH:32]=[CH:33][C:29]=4[O:28][N:27]=3)[CH:21]=2)=[CH:5][CH:4]=1. The yield is 0.420. (5) The reactants are [CH3:1][CH2:2][CH2:3][CH2:4][Sn:5]([C:14]1[S:18][C:17]([NH:19][C:20]([O:22][C:23]([CH3:26])([CH3:25])[CH3:24])=[O:21])=[N:16][CH:15]=1)([CH2:10][CH2:11][CH2:12][CH3:13])[CH2:6][CH2:7][CH2:8][CH3:9].[H-].[Na+].I[CH2:30][CH2:31][CH3:32]. The catalyst is CN(C=O)C.O. The product is [CH2:30]([N:19]([C:17]1[S:18][C:14]([Sn:5]([CH2:6][CH2:7][CH2:8][CH3:9])([CH2:4][CH2:3][CH2:2][CH3:1])[CH2:10][CH2:11][CH2:12][CH3:13])=[CH:15][N:16]=1)[C:20](=[O:21])[O:22][C:23]([CH3:26])([CH3:25])[CH3:24])[CH2:31][CH3:32]. The yield is 0.710.